Dataset: Reaction yield outcomes from USPTO patents with 853,638 reactions. Task: Predict the reaction yield, written as a fraction of the theoretical maximum amount of product (1.0 means a 100% yield; for example, 0.34 means a 34% yield). (1) The reactants are [Cl:1][C:2]1[N:7]=[CH:6][N:5]=[C:4]2[NH:8][N:9]=[CH:10][C:3]=12.[O:11]1[CH:16]=[CH:15][CH2:14][CH2:13][CH2:12]1.CC1C=CC(S(O)(=O)=O)=CC=1. The catalyst is CCOC(C)=O.O. The product is [Cl:1][C:2]1[N:7]=[CH:6][N:5]=[C:4]2[N:8]([CH:12]3[CH2:13][CH2:14][CH2:15][CH2:16][O:11]3)[N:9]=[CH:10][C:3]=12. The yield is 0.290. (2) The reactants are Cl[C:2]1[C:11]2[C:6](=[CH:7][C:8]([O:12][CH2:13][CH2:14][CH2:15][Cl:16])=[CH:9][CH:10]=2)[N:5]=[CH:4][N:3]=1.[NH2:17][C:18]1[CH:22]=[C:21]([CH2:23][C:24]([OH:26])=[O:25])[NH:20][N:19]=1.Cl.O1CCOCC1. The catalyst is CN(C)C=O.O. The product is [Cl:16][CH2:15][CH2:14][CH2:13][O:12][C:8]1[CH:7]=[C:6]2[C:11]([C:2]([NH:17][C:18]3[CH:22]=[C:21]([CH2:23][C:24]([OH:26])=[O:25])[NH:20][N:19]=3)=[N:3][CH:4]=[N:5]2)=[CH:10][CH:9]=1. The yield is 0.820. (3) The reactants are [CH3:1][C:2]1[CH:7]=[C:6]([N:8]2[CH2:13][CH2:12][C:11](=O)[CH2:10][CH2:9]2)[CH:5]=[CH:4][N:3]=1.[C:15](=[O:18])([O-])[O-].[NH4+:19].[NH4+:20].[C-]#N.[Na+].O.[CH2:25]([OH:27])C. No catalyst specified. The product is [CH3:1][C:2]1[CH:7]=[C:6]([N:8]2[CH2:13][CH2:12][C:11]3([NH:20][C:25](=[O:27])[NH:19][C:15]3=[O:18])[CH2:10][CH2:9]2)[CH:5]=[CH:4][N:3]=1. The yield is 0.660. (4) The reactants are Br[C:2]1[N:3]([CH2:9][O:10][CH2:11][CH2:12][Si:13]([CH3:16])([CH3:15])[CH3:14])[CH:4]=[C:5]([C:7]#[N:8])[N:6]=1.C([Mg]Cl)(C)C.C([C:24]([O:26][CH2:27][CH3:28])=[O:25])#N. The catalyst is O1CCCC1. The product is [CH2:27]([O:26][C:24]([C:2]1[N:3]([CH2:9][O:10][CH2:11][CH2:12][Si:13]([CH3:16])([CH3:15])[CH3:14])[CH:4]=[C:5]([C:7]#[N:8])[N:6]=1)=[O:25])[CH3:28]. The yield is 0.740. (5) The yield is 0.560. The product is [F:1][C:2]1[CH:15]=[C:14]([NH2:16])[CH:13]=[C:4]([O:5][CH:6]2[CH2:7][CH2:8][N:9]([CH3:12])[CH2:10][CH2:11]2)[CH:3]=1. The reactants are [F:1][C:2]1[CH:3]=[C:4]([CH:13]=[C:14]([N+:16]([O-])=O)[CH:15]=1)[O:5][CH:6]1[CH2:11][CH2:10][N:9]([CH3:12])[CH2:8][CH2:7]1.Cl. The catalyst is [Fe].CO.